This data is from Peptide-MHC class I binding affinity with 185,985 pairs from IEDB/IMGT. The task is: Regression. Given a peptide amino acid sequence and an MHC pseudo amino acid sequence, predict their binding affinity value. This is MHC class I binding data. The peptide sequence is NELPESLETL. The MHC is HLA-B40:01 with pseudo-sequence HLA-B40:01. The binding affinity (normalized) is 0.491.